Dataset: Full USPTO retrosynthesis dataset with 1.9M reactions from patents (1976-2016). Task: Predict the reactants needed to synthesize the given product. (1) Given the product [CH3:1][C:2]1[CH:12]=[CH:11][CH:10]=[C:4]2[C:3]=1[CH2:8][NH:7][CH2:5]2, predict the reactants needed to synthesize it. The reactants are: [CH3:1][C:2]1[CH:12]=[CH:11][CH:10]=[C:4]2[C:5]([NH:7][C:8](=O)[C:3]=12)=O.CSC.B. (2) Given the product [NH2:32][C@H:27]1[CH2:28][C@@H:29]([CH3:31])[CH2:30][C@@H:25]([C:24]2[CH:23]=[CH:22][N:21]=[CH:20][C:19]=2[NH:18][C:16](=[O:17])[C:5]2[CH:4]=[CH:3][C:2]([F:1])=[C:7]([C:8]3[CH:13]=[CH:12][C:11]([S:14][CH3:15])=[CH:10][CH:9]=3)[N:6]=2)[CH2:26]1, predict the reactants needed to synthesize it. The reactants are: [F:1][C:2]1[CH:3]=[CH:4][C:5]([C:16]([NH:18][C:19]2[CH:20]=[N:21][CH:22]=[CH:23][C:24]=2[C@@H:25]2[CH2:30][C@H:29]([CH3:31])[CH2:28][C@H:27]([NH:32]C(=O)OC(C)(C)C)[CH2:26]2)=[O:17])=[N:6][C:7]=1[C:8]1[CH:13]=[CH:12][C:11]([S:14][CH3:15])=[CH:10][CH:9]=1.C(O)(C(F)(F)F)=O.C(Cl)Cl. (3) Given the product [CH3:13][N:4]1[C:5]2[C:10](=[CH:9][CH:8]=[C:7]([C:11]#[N:12])[CH:6]=2)[C:2]([Sn:33]([CH2:38][CH2:39][CH2:40][CH3:41])([CH2:42][CH2:43][CH2:44][CH3:45])[CH2:34][CH2:35][CH2:36][CH3:37])=[N:3]1, predict the reactants needed to synthesize it. The reactants are: I[C:2]1[C:10]2[C:5](=[CH:6][C:7]([C:11]#[N:12])=[CH:8][CH:9]=2)[N:4]([CH3:13])[N:3]=1.IC1C2C(=CC(C#N)=CC=2)NN1C.C([Mg]Cl)(C)C.Cl[Sn:33]([CH2:42][CH2:43][CH2:44][CH3:45])([CH2:38][CH2:39][CH2:40][CH3:41])[CH2:34][CH2:35][CH2:36][CH3:37]. (4) Given the product [C:28]([C:30]1[CH:31]=[C:32]([CH:36]=[CH:37][CH:38]=1)[C:33]([NH:19][CH2:17][C:16]([C:7]1[CH:6]=[C:5]([O:4][CH3:3])[C:13]2[O:12][C:11]([CH3:15])([CH3:14])[CH2:10][C:9]=2[CH:8]=1)([CH3:21])[CH3:20])=[O:34])#[N:29], predict the reactants needed to synthesize it. The reactants are: [Al].[Li].[CH3:3][O:4][C:5]1[C:13]2[O:12][C:11]([CH3:15])([CH3:14])[CH2:10][C:9]=2[CH:8]=[C:7]([C:16]([CH3:21])([CH3:20])[C:17]([NH2:19])=O)[CH:6]=1.C(OCC)(=O)C.[C:28]([C:30]1[CH:31]=[C:32]([CH:36]=[CH:37][CH:38]=1)[C:33](O)=[O:34])#[N:29]. (5) Given the product [CH3:19][O:18][C:17]1[N:16]=[C:15]([NH2:20])[CH:14]=[CH:13][C:12]=1[C:3]1[O:7][C:6]([CH3:8])=[N:5][CH:4]=1, predict the reactants needed to synthesize it. The reactants are: C[Sn](C)(C)[C:3]1[O:7][C:6]([CH3:8])=[N:5][CH:4]=1.Br[C:12]1[CH:13]=[CH:14][C:15]([NH2:20])=[N:16][C:17]=1[O:18][CH3:19]. (6) Given the product [CH3:22][O:21][C:18]1[CH:19]=[CH:20][C:15]([CH2:14][N:8]2[C:7]3[CH:12]=[CH:13][C:4]([N+:1]([O-:3])=[O:2])=[CH:5][C:6]=3[O:11][CH2:10][CH2:9]2)=[CH:16][CH:17]=1, predict the reactants needed to synthesize it. The reactants are: [N+:1]([C:4]1[CH:13]=[CH:12][C:7]2[NH:8][CH2:9][CH2:10][O:11][C:6]=2[CH:5]=1)([O-:3])=[O:2].[CH:14](=O)[C:15]1[CH:20]=[CH:19][C:18]([O:21][CH3:22])=[CH:17][CH:16]=1.[BH3-]C#N.[Na+]. (7) Given the product [Cl:32][C:21]1[CH:22]=[N:23][C:24]2[C:29]([C:20]=1[CH2:19][CH2:18][C@H:7]1[CH2:6][CH2:5][C@H:4]([NH:1][CH2:82][C:83]3[CH:84]=[CH:85][C:86]4[O:87][CH2:88][C:89](=[O:93])[NH:90][C:91]=4[N:92]=3)[CH2:9][N:8]1[CH2:10][C:11]([O:13][C:14]([CH3:17])([CH3:16])[CH3:15])=[O:12])=[N:28][C:27]([O:30][CH3:31])=[CH:26][CH:25]=2, predict the reactants needed to synthesize it. The reactants are: [N:1]([C@@H:4]1[CH2:9][N:8]([CH2:10][C:11]([O:13][C:14]([CH3:17])([CH3:16])[CH3:15])=[O:12])[C@@H:7]([CH2:18][CH2:19][C:20]2[C:29]3[C:24](=[CH:25][CH:26]=[C:27]([O:30][CH3:31])[N:28]=3)[N:23]=[CH:22][C:21]=2[Cl:32])[CH2:6][CH2:5]1)=[N+]=[N-].N[C@@H]1CN(C(OC(C)(C)C)=O)[C@@H](CCC2C3C(=CC=C(OC)N=3)N=CC=2F)CC1.FC1C=NC2C(C=1CC[C@H]1CC[C@H](N[CH2:82][C:83]3[CH:84]=[CH:85][C:86]4[O:87][CH2:88][C:89](=[O:93])[NH:90][C:91]=4[N:92]=3)CN1C(OC(C)(C)C)=O)=NC(OC)=CC=2. (8) Given the product [ClH:45].[F:34][C:29]1[CH:28]=[C:27]([C@@H:26]2[CH2:25][N:24]([CH2:35][CH2:36][O:37][CH3:38])[CH2:23][C@H:22]2[NH:21][C:19]([NH:18][C:15]2[N:14]([C:39]3[CH:40]=[CH:41][CH:42]=[CH:43][CH:44]=3)[N:13]=[C:12]([O:11][CH2:10][CH2:9][OH:8])[C:16]=2[CH3:17])=[O:20])[CH:32]=[CH:31][C:30]=1[F:33], predict the reactants needed to synthesize it. The reactants are: [Si]([O:8][CH2:9][CH2:10][O:11][C:12]1[C:16]([CH3:17])=[C:15]([NH:18][C:19]([NH:21][C@H:22]2[C@H:26]([C:27]3[CH:32]=[CH:31][C:30]([F:33])=[C:29]([F:34])[CH:28]=3)[CH2:25][N:24]([CH2:35][CH2:36][O:37][CH3:38])[CH2:23]2)=[O:20])[N:14]([C:39]2[CH:44]=[CH:43][CH:42]=[CH:41][CH:40]=2)[N:13]=1)(C(C)(C)C)(C)C.[ClH:45]. (9) Given the product [CH3:1][N:2]1[C:6]([C:22]2[CH:34]=[N:33][C:32]3[C:31]4[C:30]([F:35])=[CH:29][C:28]([C:36]([O:38][CH3:39])=[O:37])=[CH:27][C:26]=4[NH:25][C:24]=3[CH:23]=2)=[C:5]([CH3:20])[N:4]=[N:3]1, predict the reactants needed to synthesize it. The reactants are: [CH3:1][N:2]1[C:6]([Sn](CCCC)(CCCC)CCCC)=[C:5]([CH3:20])[N:4]=[N:3]1.Br[C:22]1[CH:34]=[N:33][C:32]2[C:31]3[C:30]([F:35])=[CH:29][C:28]([C:36]([O:38][CH3:39])=[O:37])=[CH:27][C:26]=3[NH:25][C:24]=2[CH:23]=1.C(N(CC)CC)C. (10) Given the product [C:1]1([CH2:6][C@H:7]([NH:13][C:14](=[O:20])[O:15][C:16]([CH3:19])([CH3:18])[CH3:17])[C:8]([C@@:9]2([CH3:11])[CH2:10][O:21]2)=[O:12])[CH2:5][CH2:4][CH2:3][CH:2]=1, predict the reactants needed to synthesize it. The reactants are: [C:1]1([CH2:6][C@H:7]([NH:13][C:14](=[O:20])[O:15][C:16]([CH3:19])([CH3:18])[CH3:17])[C:8](=[O:12])[C:9]([CH3:11])=[CH2:10])[CH2:5][CH2:4][CH2:3][CH:2]=1.[OH2:21].